Dataset: Catalyst prediction with 721,799 reactions and 888 catalyst types from USPTO. Task: Predict which catalyst facilitates the given reaction. (1) Reactant: [CH2:1]([O:3][C:4]1[CH:9]=[C:8]([O:10][CH2:11][CH2:12][CH2:13][C:14]2[C:15]([OH:29])=[N:16][N:17]([C:19]3[CH:24]=[CH:23][C:22]([C:25]([F:28])([F:27])[F:26])=[CH:21][N:20]=3)[CH:18]=2)[CH:7]=[CH:6][C:5]=1[CH2:30][CH2:31][C:32]([O:34]C)=[O:33])[CH3:2].[OH-].[Na+].O1CCCC1. Product: [CH2:1]([O:3][C:4]1[CH:9]=[C:8]([O:10][CH2:11][CH2:12][CH2:13][C:14]2[C:15]([OH:29])=[N:16][N:17]([C:19]3[CH:24]=[CH:23][C:22]([C:25]([F:28])([F:26])[F:27])=[CH:21][N:20]=3)[CH:18]=2)[CH:7]=[CH:6][C:5]=1[CH2:30][CH2:31][C:32]([OH:34])=[O:33])[CH3:2]. The catalyst class is: 5. (2) Reactant: [C:1]([O:5][C:6](=[O:17])[CH2:7][CH:8]1[CH2:11][CH:10]([C:12](=[O:14])[CH3:13])[C:9]1([CH3:16])[CH3:15])([CH3:4])([CH3:3])[CH3:2].[C:18](OC)(=[O:25])[C:19]1[CH:24]=[CH:23][CH:22]=[N:21][CH:20]=1. Product: [C:1]([O:5][C:6](=[O:17])[CH2:7][CH:8]1[CH2:11][CH:10]([C:12](=[O:14])[CH2:13][C:18](=[O:25])[C:19]2[CH:20]=[N:21][CH:22]=[CH:23][CH:24]=2)[C:9]1([CH3:16])[CH3:15])([CH3:4])([CH3:2])[CH3:3]. The catalyst class is: 1. (3) Reactant: [C:1]1([S:7](Cl)(=[O:9])=[O:8])[CH:6]=[CH:5][CH:4]=[CH:3][CH:2]=1.[Cl:11][C:12]1[CH:19]=[CH:18][C:15]([CH2:16][NH2:17])=[CH:14][CH:13]=1.CCN(CC)CC. Product: [Cl:11][C:12]1[CH:19]=[CH:18][C:15]([CH2:16][NH:17][S:7]([C:1]2[CH:6]=[CH:5][CH:4]=[CH:3][CH:2]=2)(=[O:9])=[O:8])=[CH:14][CH:13]=1. The catalyst class is: 10. (4) Reactant: [N+:1]([C:4]1[CH:5]=[C:6]([S:10](Cl)(=[O:12])=[O:11])[CH:7]=[CH:8][CH:9]=1)([O-:3])=[O:2].[CH3:14][N:15]1[CH2:20][CH2:19][CH:18]([NH2:21])[CH2:17][CH2:16]1.C(N(CC)CC)C. Product: [CH3:14][N:15]1[CH2:20][CH2:19][CH:18]([NH:21][S:10]([C:6]2[CH:7]=[CH:8][CH:9]=[C:4]([N+:1]([O-:3])=[O:2])[CH:5]=2)(=[O:12])=[O:11])[CH2:17][CH2:16]1. The catalyst class is: 4. (5) Product: [CH3:20][N:21]([CH3:30])[C:22]1[CH:26]([Si:16]([C:6]2[CH:7]=[C:8]([CH3:15])[CH:9]=[C:10]([C:11]([CH3:13])([CH3:14])[CH3:12])[C:5]=2[O:4][CH2:1][CH:2]=[CH2:3])([CH3:19])[CH3:18])[C:25]([CH3:27])=[C:24]([CH3:28])[CH:23]=1. The catalyst class is: 359. Reactant: [CH2:1]([O:4][C:5]1[C:10]([C:11]([CH3:14])([CH3:13])[CH3:12])=[CH:9][C:8]([CH3:15])=[CH:7][C:6]=1[Si:16]([CH3:19])([CH3:18])Cl)[CH:2]=[CH2:3].[CH3:20][N:21]([CH3:30])[C:22]1([Li])[CH:26]=[C:25]([CH3:27])[C:24]([CH3:28])=[CH:23]1. (6) Reactant: [N:1]1[N:2]([C:10]2[CH:15]=[C:14]([CH3:16])[CH:13]=[C:12]([CH2:17]Cl)[C:11]=2[OH:19])[N:3]=[C:4]2[CH:9]=[CH:8][CH:7]=[CH:6][C:5]=12.[CH2:20]([CH:22]([CH2:26][CH2:27][CH2:28][CH3:29])[C:23]([OH:25])=[O:24])[CH3:21].C(=O)([O-])[O-].[Na+].[Na+]. Product: [N:1]1[N:2]([C:10]2[C:11]([OH:19])=[C:12]([CH:13]=[C:14]([CH3:16])[CH:15]=2)[CH2:17][O:25][C:23](=[O:24])[CH:22]([CH2:20][CH3:21])[CH2:26][CH2:27][CH2:28][CH3:29])[N:3]=[C:4]2[CH:9]=[CH:8][CH:7]=[CH:6][C:5]=12. The catalyst class is: 7. (7) Reactant: NC[C:3]1[CH:11]=[CH:10][CH:9]=[CH:8][C:4]=1[C:5]([OH:7])=[O:6].C([O-])([O-])=O.[Na+].[Na+].C1C(=O)N(OC(OCC2C=CC=CC=2)=O)C(=O)C1. Product: [C:5]([OH:7])(=[O:6])[C:4]1[CH:8]=[CH:9][CH:10]=[CH:11][CH:3]=1. The catalyst class is: 90.